This data is from Peptide-MHC class II binding affinity with 134,281 pairs from IEDB. The task is: Regression. Given a peptide amino acid sequence and an MHC pseudo amino acid sequence, predict their binding affinity value. This is MHC class II binding data. (1) The peptide sequence is AAAAGWQTLSAALDA. The MHC is DRB1_1201 with pseudo-sequence DRB1_1201. The binding affinity (normalized) is 0.375. (2) The peptide sequence is NRWLFRHLAREKNPR. The MHC is DRB3_0101 with pseudo-sequence DRB3_0101. The binding affinity (normalized) is 0. (3) The peptide sequence is TKVTFHVVGVGPLLH. The MHC is DRB1_0301 with pseudo-sequence DRB1_0301. The binding affinity (normalized) is 0.131. (4) The peptide sequence is KGITCKPINLSNSVT. The MHC is DRB1_0101 with pseudo-sequence DRB1_0101. The binding affinity (normalized) is 0.442. (5) The peptide sequence is QLCDHRLMSAAVKDE. The MHC is DRB1_0404 with pseudo-sequence DRB1_0404. The binding affinity (normalized) is 0.406. (6) The peptide sequence is ESWIVDRQWAQDLTL. The MHC is DRB1_0405 with pseudo-sequence DRB1_0405. The binding affinity (normalized) is 0.106. (7) The peptide sequence is ISGYNFSLGAAVKAG. The MHC is H-2-IAb with pseudo-sequence H-2-IAb. The binding affinity (normalized) is 0.691.